Binary Classification. Given a miRNA mature sequence and a target amino acid sequence, predict their likelihood of interaction. From a dataset of Experimentally validated miRNA-target interactions with 360,000+ pairs, plus equal number of negative samples. (1) The miRNA is hsa-miR-676-5p with sequence UCUUCAACCUCAGGACUUGCA. The protein sequence of the target gene is MAASGITSLPALPEDGGAAFPPGHFKDPKRLYCKNGGFFLRIHPDGRVDGVREKSDPHVKLQLQAEERGVVSIKGVCANRYLAMKEDGRLLASKCVTEECFFFERLESNNYNTYRSRKYSSWYVALKRTGQYKLGSKTGPGQKAILFLPMSAKS. Result: 0 (no interaction). (2) Result: 1 (interaction). The protein sequence of the target gene is MDPFTEKLLERTRARRENLQRKMAERPTAVARSAPHAKRGREPLSEASNQQQPLPGGEEKSCTKPSPSKKRCSDKIEVGAPDLENTEPIDVAKPCSPMPAPRQAKPPAPAAISESVAAPAALLSADRGLNSGSEASATSSVKTRMQRLAEQRRHWDSDLTDDVSESSYFAPVPTEDKAASPSKPPISNASATPVGRRGRLANLAATICSWEDDVSHSSAKQNSVQEQPGTACLSKSSSASGASASINSSSVQQEATCCSPRDGNASVRKDPSSNAAHGPLLSASVSSSVKASSPVTAATF.... The miRNA is mmu-miR-362-3p with sequence AACACACCUGUUCAAGGAUUCA.